Dataset: Forward reaction prediction with 1.9M reactions from USPTO patents (1976-2016). Task: Predict the product of the given reaction. (1) Given the reactants [H-].[Al+3].[Li+].[H-].[H-].[H-].C[O:8][C:9]([C@H:11]1[CH2:16][CH2:15][C@H:14]([C:17](OC)=[O:18])[CH2:13][CH2:12]1)=O, predict the reaction product. The product is: [OH:8][CH2:9][C@H:11]1[CH2:16][CH2:15][C@H:14]([CH2:17][OH:18])[CH2:13][CH2:12]1. (2) Given the reactants C([O:4][C@@H:5]1[CH2:14][CH2:13][C:12]2[C:7](=[CH:8][CH:9]=[C:10]([C@H:15]3[CH2:24][CH2:23][C@@:17]4([NH:21][C:20](=[O:22])[O:19][CH2:18]4)[CH2:16]3)[CH:11]=2)[CH2:6]1)(=O)C.[OH-].[Na+], predict the reaction product. The product is: [OH:4][C@@H:5]1[CH2:14][CH2:13][C:12]2[CH:11]=[C:10]([C@H:15]3[CH2:24][CH2:23][C@@:17]4([NH:21][C:20](=[O:22])[O:19][CH2:18]4)[CH2:16]3)[CH:9]=[CH:8][C:7]=2[CH2:6]1.